Dataset: Forward reaction prediction with 1.9M reactions from USPTO patents (1976-2016). Task: Predict the product of the given reaction. (1) Given the reactants [CH:1]1([CH2:6][CH:7]([C:11]2[CH:16]=[CH:15][C:14]([S:17]([CH3:20])(=[O:19])=[O:18])=[CH:13][CH:12]=2)[C:8]([OH:10])=O)[CH2:5][CH2:4][CH2:3][CH2:2]1.[CH2:21]([O:23][C:24](=[O:33])[CH2:25][S:26][C:27]1[S:31][C:30]([NH2:32])=[N:29][CH:28]=1)[CH3:22], predict the reaction product. The product is: [CH2:21]([O:23][C:24](=[O:33])[CH2:25][S:26][C:27]1[S:31][C:30]([NH:32][C:8](=[O:10])[CH:7]([C:11]2[CH:16]=[CH:15][C:14]([S:17]([CH3:20])(=[O:19])=[O:18])=[CH:13][CH:12]=2)[CH2:6][CH:1]2[CH2:2][CH2:3][CH2:4][CH2:5]2)=[N:29][CH:28]=1)[CH3:22]. (2) Given the reactants [NH2:1][CH:2]1[CH2:7][CH2:6][N:5]([C:8]([O:10][C:11]([CH3:14])([CH3:13])[CH3:12])=[O:9])[CH2:4][CH2:3]1.C(N(CC)C(C)C)(C)C.Cl[C:25]([O:27][CH2:28][C:29]1[CH:34]=[CH:33][CH:32]=[CH:31][CH:30]=1)=[O:26].C(=O)(O)[O-].[Na+], predict the reaction product. The product is: [CH2:28]([O:27][C:25]([NH:1][CH:2]1[CH2:3][CH2:4][N:5]([C:8]([O:10][C:11]([CH3:14])([CH3:13])[CH3:12])=[O:9])[CH2:6][CH2:7]1)=[O:26])[C:29]1[CH:34]=[CH:33][CH:32]=[CH:31][CH:30]=1. (3) Given the reactants P(Cl)(Cl)(Cl)(Cl)Cl.S[C:8]1[O:9][C:10]2[CH:16]=[CH:15][C:14]([N+:17]([O-:19])=[O:18])=[CH:13][C:11]=2[N:12]=1.[CH3:20][N:21]1[CH2:26][CH2:25][NH:24][CH2:23][CH2:22]1, predict the reaction product. The product is: [CH3:20][N:21]1[CH2:26][CH2:25][N:24]([C:8]2[O:9][C:10]3[CH:16]=[CH:15][C:14]([N+:17]([O-:19])=[O:18])=[CH:13][C:11]=3[N:12]=2)[CH2:23][CH2:22]1. (4) Given the reactants Cl[C:2]1[N:7]=[CH:6][C:5]2[C:8]([NH:30][CH2:31][CH3:32])=[N:9][N:10]([C:11]([C:24]3[CH:29]=[CH:28][CH:27]=[CH:26][CH:25]=3)([C:18]3[CH:23]=[CH:22][CH:21]=[CH:20][CH:19]=3)[C:12]3[CH:17]=[CH:16][CH:15]=[CH:14][CH:13]=3)[C:4]=2[CH:3]=1.[C:33]1([C@H:39]([NH:41][C:42]([NH2:44])=[O:43])[CH3:40])[CH:38]=[CH:37][CH:36]=[CH:35][CH:34]=1.CC(C)([O-])C.[Na+], predict the reaction product. The product is: [CH2:31]([NH:30][C:8]1[C:5]2[CH:6]=[N:7][C:2]([NH:44][C:42]([NH:41][C@@H:39]([C:33]3[CH:38]=[CH:37][CH:36]=[CH:35][CH:34]=3)[CH3:40])=[O:43])=[CH:3][C:4]=2[N:10]([C:11]([C:12]2[CH:13]=[CH:14][CH:15]=[CH:16][CH:17]=2)([C:18]2[CH:19]=[CH:20][CH:21]=[CH:22][CH:23]=2)[C:24]2[CH:29]=[CH:28][CH:27]=[CH:26][CH:25]=2)[N:9]=1)[CH3:32]. (5) Given the reactants [C:1]([O:5][C:6]([N:8]1[CH2:12][C@H:11]([C:13]2[CH:18]=[CH:17][C:16]([F:19])=[CH:15][CH:14]=2)[C@@H:10]([OH:20])[CH2:9]1)=[O:7])([CH3:4])([CH3:3])[CH3:2].C(N(CC)CC)C.[F:28][C:29]([F:44])([F:43])[C:30]1[CH:31]=[C:32]([CH:36]=[C:37]([C:39]([F:42])([F:41])[F:40])[CH:38]=1)[C:33](Cl)=[O:34], predict the reaction product. The product is: [F:28][C:29]([F:43])([F:44])[C:30]1[CH:31]=[C:32]([CH:36]=[C:37]([C:39]([F:42])([F:40])[F:41])[CH:38]=1)[C:33]([O:20][C@@H:10]1[C@@H:11]([C:13]2[CH:14]=[CH:15][C:16]([F:19])=[CH:17][CH:18]=2)[CH2:12][N:8]([C:6]([O:5][C:1]([CH3:4])([CH3:2])[CH3:3])=[O:7])[CH2:9]1)=[O:34].